Dataset: Reaction yield outcomes from USPTO patents with 853,638 reactions. Task: Predict the reaction yield, written as a fraction of the theoretical maximum amount of product (1.0 means a 100% yield; for example, 0.34 means a 34% yield). (1) The reactants are [CH2:1]([NH:6][C:7]1[S:8][CH:9]=[CH:10][CH:11]=1)[CH2:2][CH2:3][CH2:4][CH3:5].[C:12](Cl)(=[O:16])[C:13](Cl)=[O:14]. The catalyst is C(Cl)(Cl)Cl. The product is [CH2:1]([N:6]1[C:13](=[O:14])[C:12](=[O:16])[C:11]2[CH:10]=[CH:9][S:8][C:7]1=2)[CH2:2][CH2:3][CH2:4][CH3:5]. The yield is 0.0800. (2) The reactants are [C:1]([C:3]1[CH:4]=[C:5]([C:13]2[S:17][C:16]([C:18]3[CH:35]=[CH:34][C:21]4[CH2:22][CH2:23][N:24](C(OC(C)(C)C)=O)[CH2:25][CH2:26][C:20]=4[CH:19]=3)=[N:15][N:14]=2)[CH:6]=[CH:7][C:8]=1[O:9][CH:10]([CH3:12])[CH3:11])#[N:2].[ClH:36]. The catalyst is O1CCOCC1. The product is [ClH:36].[CH3:12][CH:10]([O:9][C:8]1[CH:7]=[CH:6][C:5]([C:13]2[S:17][C:16]([C:18]3[CH:35]=[CH:34][C:21]4[CH2:22][CH2:23][NH:24][CH2:25][CH2:26][C:20]=4[CH:19]=3)=[N:15][N:14]=2)=[CH:4][C:3]=1[C:1]#[N:2])[CH3:11]. The yield is 0.800. (3) The catalyst is [Br-].C[P+](C1C=CC=CC=1)(C1C=CC=CC=1)C1C=CC=CC=1. The yield is 0.362. The reactants are [H-].[Na+].[Cl:3][C:4]1[CH:9]=[CH:8][C:7]([O:10][C:11]2[CH:18]=[CH:17][C:16]([CH:19]=O)=[CH:15][C:12]=2[C:13]#[N:14])=[CH:6][C:5]=1[C:21]([F:24])([F:23])[F:22].[CH2:25]1COCC1. The product is [Cl:3][C:4]1[CH:9]=[CH:8][C:7]([O:10][C:11]2[CH:18]=[CH:17][C:16]([CH:19]=[CH2:25])=[CH:15][C:12]=2[C:13]#[N:14])=[CH:6][C:5]=1[C:21]([F:24])([F:23])[F:22]. (4) The reactants are [F:1][C:2]1[CH:8]=[C:7]([I:9])[CH:6]=[CH:5][C:3]=1[NH2:4].[C:10](OC(=O)C)(=[O:12])[CH3:11]. The catalyst is O1CCCC1. The product is [F:1][C:2]1[CH:8]=[C:7]([I:9])[CH:6]=[CH:5][C:3]=1[NH:4][C:10](=[O:12])[CH3:11]. The yield is 0.920. (5) The reactants are [NH2:1][C:2]1[NH:6][N:5]=[C:4]([CH2:7][OH:8])[N:3]=1.[CH3:9][C:10](=O)[CH2:11][C:12](=O)[CH3:13]. The catalyst is C(O)(=O)C. The product is [CH3:9][C:10]1[CH:11]=[C:12]([CH3:13])[N:6]2[N:5]=[C:4]([CH2:7][OH:8])[N:3]=[C:2]2[N:1]=1. The yield is 0.950. (6) The yield is 0.570. The reactants are [C:1]([O:5][C:6](=[O:8])[NH2:7])([CH3:4])([CH3:3])[CH3:2].[OH-].[Na+].Cl[O:12]C(C)(C)C.P([O-])([O-])([O-])=O.[F:22][C:23]1[CH:30]=[CH:29][C:26]([CH:27]=[CH2:28])=[CH:25][CH:24]=1. The product is [C:1]([O:5][C:6](=[O:8])[NH:7][CH2:28][CH:27]([C:26]1[CH:29]=[CH:30][C:23]([F:22])=[CH:24][CH:25]=1)[OH:12])([CH3:4])([CH3:3])[CH3:2]. The catalyst is C(#N)C.O.O.O.[O-][Os]([O-])(=O)=O.[K+].[K+].